Dataset: Forward reaction prediction with 1.9M reactions from USPTO patents (1976-2016). Task: Predict the product of the given reaction. (1) Given the reactants [C:1]([O:5][CH2:6][CH3:7])(=[O:4])[CH2:2][OH:3].[S:8](Cl)([C:11]1[CH:17]=[CH:16][C:14]([CH3:15])=[CH:13][CH:12]=1)(=[O:10])=[O:9].C(N(CC)CC)C.O, predict the reaction product. The product is: [S:8]([O:3][CH2:2][C:1]([O:5][CH2:6][CH3:7])=[O:4])([C:11]1[CH:17]=[CH:16][C:14]([CH3:15])=[CH:13][CH:12]=1)(=[O:10])=[O:9]. (2) Given the reactants Cl[CH2:2][CH2:3][CH2:4][S:5][C:6]1[CH:11]=[CH:10][CH:9]=[CH:8][CH:7]=1.[NH:12]1[CH2:17][CH2:16][CH:15]([C:18]2[CH:19]=[C:20]([NH:24][C:25](=[O:28])[CH2:26][CH3:27])[CH:21]=[CH:22][CH:23]=2)[CH2:14][CH2:13]1, predict the reaction product. The product is: [C:6]1([S:5][CH2:4][CH2:3][CH2:2][N:12]2[CH2:17][CH2:16][CH:15]([C:18]3[CH:19]=[C:20]([NH:24][C:25](=[O:28])[CH2:26][CH3:27])[CH:21]=[CH:22][CH:23]=3)[CH2:14][CH2:13]2)[CH:11]=[CH:10][CH:9]=[CH:8][CH:7]=1. (3) Given the reactants [CH2:1]([S:3][C:4]1[CH:9]=[CH:8][C:7]([O:10][CH3:11])=[CH:6][C:5]=1[NH:12][NH2:13])[CH3:2].[NH2:14][C:15]1[CH:23]=[CH:22][C:21]([O:24][C:25]([F:28])([F:27])[F:26])=[CH:20][C:16]=1[C:17](O)=[O:18].N[C:30]1C=CC(OC(F)(F)F)=CC=1C(NNC1C=C(C#N)C=CC=1SCC)=O, predict the reaction product. The product is: [CH2:1]([S:3][C:4]1[CH:9]=[CH:8][C:7]([O:10][CH3:11])=[CH:6][C:5]=1[NH:12][N:13]1[C:17](=[O:18])[C:16]2[C:15](=[CH:23][CH:22]=[C:21]([O:24][C:25]([F:28])([F:27])[F:26])[CH:20]=2)[N:14]=[CH:30]1)[CH3:2]. (4) Given the reactants Br[C:2]1[C:3]([N:23]2[CH2:27][CH2:26][C@H:25]([CH2:28][OH:29])[CH2:24]2)=[N:4][CH:5]=[C:6]([CH:22]=1)[C:7]([NH:9][C:10]1[CH:15]=[CH:14][C:13]([O:16][C:17]([F:20])([F:19])[F:18])=[C:12]([F:21])[CH:11]=1)=[O:8].[N:30]1[CH:35]=[C:34](B(O)O)[CH:33]=[N:32][CH:31]=1, predict the reaction product. The product is: [F:21][C:12]1[CH:11]=[C:10]([NH:9][C:7](=[O:8])[C:6]2[CH:22]=[C:2]([C:34]3[CH:35]=[N:30][CH:31]=[N:32][CH:33]=3)[C:3]([N:23]3[CH2:27][CH2:26][C@H:25]([CH2:28][OH:29])[CH2:24]3)=[N:4][CH:5]=2)[CH:15]=[CH:14][C:13]=1[O:16][C:17]([F:20])([F:19])[F:18]. (5) Given the reactants [I:1][C:2]1[CH:3]=[C:4]2[C:8](=[CH:9][CH:10]=1)[CH2:7][NH:6][CH2:5]2.[C:11](O[C:11]([O:13][C:14]([CH3:17])([CH3:16])[CH3:15])=[O:12])([O:13][C:14]([CH3:17])([CH3:16])[CH3:15])=[O:12].C(N(CC)CC)C.O, predict the reaction product. The product is: [I:1][C:2]1[CH:3]=[C:4]2[C:8](=[CH:9][CH:10]=1)[CH2:7][N:6]([C:11]([O:13][C:14]([CH3:17])([CH3:16])[CH3:15])=[O:12])[CH2:5]2. (6) Given the reactants [Cl:1][C:2]1[CH:7]=[C:6]([C:8]2[N:9]=[C:10](O)[C:11]3[S:16][CH:15]=[CH:14][C:12]=3[N:13]=2)[C:5]([F:18])=[CH:4][N:3]=1.C(N(CC)CC)C.C(C1C=C(C(C)C)C=C(C(C)C)C=1S(Cl)(=O)=O)(C)C.[C:45]([N:52]1[CH2:56][CH2:55][C@@H:54]([NH2:57])[CH2:53]1)([O:47][C:48]([CH3:51])([CH3:50])[CH3:49])=[O:46], predict the reaction product. The product is: [C:48]([O:47][C:45]([N:52]1[CH2:56][CH2:55][C@@H:54]([NH:57][C:10]2[C:11]3[S:16][CH:15]=[CH:14][C:12]=3[N:13]=[C:8]([C:6]3[C:5]([F:18])=[CH:4][N:3]=[C:2]([Cl:1])[CH:7]=3)[N:9]=2)[CH2:53]1)=[O:46])([CH3:51])([CH3:49])[CH3:50].